The task is: Predict the reactants needed to synthesize the given product.. This data is from Full USPTO retrosynthesis dataset with 1.9M reactions from patents (1976-2016). (1) Given the product [NH:20]1[C:28]2=[N:27][CH:26]=[CH:25][CH:24]=[C:23]2[C:22]([CH:29]=[C:11]2[O:10][C:9]([NH:8][C:4]3[CH:5]=[CH:6][CH:7]=[C:2]([Cl:1])[CH:3]=3)=[C:13]([C:14]([O:16][CH2:17][CH3:18])=[O:15])[C:12]2=[O:19])=[CH:21]1, predict the reactants needed to synthesize it. The reactants are: [Cl:1][C:2]1[CH:3]=[C:4]([NH:8][C:9]2[O:10][CH2:11][C:12](=[O:19])[C:13]=2[C:14]([O:16][CH2:17][CH3:18])=[O:15])[CH:5]=[CH:6][CH:7]=1.[NH:20]1[C:28]2[C:23](=[CH:24][CH:25]=[CH:26][N:27]=2)[C:22]([CH:29]=O)=[CH:21]1.N1CCCCC1. (2) Given the product [CH3:17][O:16][C:14]([N:11]1[CH2:12][CH2:13][NH:8][CH:9]([CH2:18][CH2:19][O:20][C:21]2[CH:26]=[CH:25][CH:24]=[CH:23][CH:22]=2)[CH2:10]1)=[O:15], predict the reactants needed to synthesize it. The reactants are: C(OC([N:8]1[CH2:13][CH2:12][N:11]([C:14]([O:16][CH3:17])=[O:15])[CH2:10][CH:9]1[CH2:18][CH2:19][O:20][C:21]1[CH:26]=[CH:25][CH:24]=[CH:23][CH:22]=1)=O)(C)(C)C. (3) Given the product [O:20]=[S:16]1(=[O:19])[CH2:15][CH2:14][CH:13]([CH2:12][O:11][C:42]2[CH:41]=[C:40]([C@H:29]([OH:28])[CH2:30][CH2:31][NH:32][C:33](=[O:39])[O:34][C:35]([CH3:36])([CH3:38])[CH3:37])[CH:45]=[CH:44][CH:43]=2)[CH2:18][CH2:17]1, predict the reactants needed to synthesize it. The reactants are: CC1C=CC(S([O:11][CH2:12][CH:13]2[CH2:18][CH2:17][S:16](=[O:20])(=[O:19])[CH2:15][CH2:14]2)(=O)=O)=CC=1.C1(O)C=CC=CC=1.[OH:28][C@@H:29]([C:40]1[CH:45]=[CH:44][CH:43]=[C:42](O)[CH:41]=1)[CH2:30][CH2:31][NH:32][C:33](=[O:39])[O:34][C:35]([CH3:38])([CH3:37])[CH3:36]. (4) Given the product [F:15][C:4]1([C:5]([F:14])([C:6]([F:9])([F:8])[F:7])[C:10]([F:12])([F:11])[F:13])[C:3]([F:16])([C:2]([F:17])([F:18])[F:1])[O:19]1, predict the reactants needed to synthesize it. The reactants are: [F:1][C:2]([F:18])([F:17])[C:3]([F:16])=[C:4]([F:15])[C:5]([F:14])([C:10]([F:13])([F:12])[F:11])[C:6]([F:9])([F:8])[F:7].[OH-:19].[K+].OO. (5) Given the product [CH:1]([N:4]1[C:8]([C:9]2[N:10]=[C:11]3[C:17]4[CH:18]=[CH:19][C:20]([C:33]5[N:34]=[CH:35][N:36]([CH2:38][C:39]([CH3:42])([OH:41])[CH3:40])[CH:37]=5)=[CH:21][C:16]=4[O:15][CH2:14][CH2:13][N:12]3[CH:31]=2)=[N:7][CH:6]=[N:5]1)([CH3:3])[CH3:2], predict the reactants needed to synthesize it. The reactants are: [CH:1]([N:4]1[C:8]([C:9]2[N:10]=[C:11]3[C:17]4[CH:18]=[CH:19][C:20](B5OC(C)(C)C(C)(C)O5)=[CH:21][C:16]=4[O:15][CH2:14][CH2:13][N:12]3[CH:31]=2)=[N:7][CH:6]=[N:5]1)([CH3:3])[CH3:2].Br[C:33]1[N:34]=[CH:35][N:36]([CH2:38][C:39]([CH3:42])([OH:41])[CH3:40])[CH:37]=1.BrC1N(CC(C)(O)C)C=NC=1.COCCOC.C(=O)([O-])[O-].[Cs+].[Cs+].O. (6) Given the product [CH3:1][C:2]1[C:7]([NH:8][S:9]([C:12]2[CH:13]=[CH:14][CH:15]=[CH:16][CH:17]=2)(=[O:11])=[O:10])=[CH:6][CH:5]=[C:4]([CH3:18])[C:3]=1[NH:19][C:20]([CH2:22][C:23]1[CH:24]=[CH:25][C:26]([C:27]([NH2:36])=[NH:28])=[CH:29][CH:30]=1)=[O:21], predict the reactants needed to synthesize it. The reactants are: [CH3:1][C:2]1[C:7]([NH:8][S:9]([C:12]2[CH:17]=[CH:16][CH:15]=[CH:14][CH:13]=2)(=[O:11])=[O:10])=[CH:6][CH:5]=[C:4]([CH3:18])[C:3]=1[NH:19][C:20]([CH2:22][C:23]1[CH:30]=[CH:29][C:26]([C:27]#[N:28])=[CH:25][CH:24]=1)=[O:21].Cl.C(=O)([O-])[O-].[NH4+:36].[NH4+]. (7) Given the product [Cl:1][C:2]1[C:3]([O:43][C:42]2[CH:41]=[CH:40][C:39]([C:44]3[CH:45]=[CH:46][C:47]([C:50]([F:51])([F:52])[F:53])=[CH:48][CH:49]=3)=[CH:38][C:37]=2[C:34]2[CH:35]=[CH:36][N:31]=[N:32][CH:33]=2)=[CH:4][C:5]([F:29])=[C:6]([S:8]([N:11]([CH2:18][C:19]2[CH:24]=[CH:23][C:22]([O:25][CH3:26])=[CH:21][C:20]=2[O:27][CH3:28])[C:12]2[N:13]=[CH:14][CH:15]=[CH:16][N:17]=2)(=[O:10])=[O:9])[CH:7]=1, predict the reactants needed to synthesize it. The reactants are: [Cl:1][C:2]1[C:3](F)=[CH:4][C:5]([F:29])=[C:6]([S:8]([N:11]([CH2:18][C:19]2[CH:24]=[CH:23][C:22]([O:25][CH3:26])=[CH:21][C:20]=2[O:27][CH3:28])[C:12]2[N:17]=[CH:16][CH:15]=[CH:14][N:13]=2)(=[O:10])=[O:9])[CH:7]=1.[N:31]1[CH:36]=[CH:35][C:34]([C:37]2[CH:38]=[C:39]([C:44]3[CH:49]=[CH:48][C:47]([C:50]([F:53])([F:52])[F:51])=[CH:46][CH:45]=3)[CH:40]=[CH:41][C:42]=2[OH:43])=[CH:33][N:32]=1.C(=O)([O-])[O-].[K+].[K+].[OH-].[Na+]. (8) Given the product [CH3:7][N:8]([CH3:11])[C:9]([CH:18]1[CH2:19][CH2:20][C:21]2[C:16](=[CH:15][CH:14]=[CH:13][CH:12]=2)[CH2:17]1)=[O:10], predict the reactants needed to synthesize it. The reactants are: C(Cl)(=O)C(Cl)=O.[CH3:7][N:8]([CH3:11])[CH:9]=[O:10].[CH2:12]1[C:21]2[C:16](=[CH:17][CH:18]=[CH:19][CH:20]=2)[CH2:15][CH2:14][CH:13]1C(O)=O.